From a dataset of Full USPTO retrosynthesis dataset with 1.9M reactions from patents (1976-2016). Predict the reactants needed to synthesize the given product. The reactants are: [OH:1][CH2:2][CH:3]([N:15]1[C:21](=[O:22])[CH2:20][CH2:19][N:18]([C:23]2[CH:28]=[CH:27][CH:26]=[C:25]([C:29]([F:32])([F:31])[F:30])[CH:24]=2)[CH2:17][CH2:16]1)[CH2:4][CH2:5][CH2:6][N:7]1[CH2:12][CH2:11][C:10]([OH:14])([CH3:13])[CH2:9][CH2:8]1.I[CH3:34].[H-].[Na+]. Given the product [OH:14][C:10]1([CH3:13])[CH2:9][CH2:8][N:7]([CH2:6][CH2:5][CH2:4][CH:3]([N:15]2[C:21](=[O:22])[CH2:20][CH2:19][N:18]([C:23]3[CH:28]=[CH:27][CH:26]=[C:25]([C:29]([F:31])([F:30])[F:32])[CH:24]=3)[CH2:17][CH2:16]2)[CH2:2][O:1][CH3:34])[CH2:12][CH2:11]1, predict the reactants needed to synthesize it.